From a dataset of Full USPTO retrosynthesis dataset with 1.9M reactions from patents (1976-2016). Predict the reactants needed to synthesize the given product. (1) Given the product [Cl:8][C:6]1[C:5]([C:9]([C:11]2[CH:16]=[CH:15][CH:14]=[CH:13][CH:12]=2)=[O:10])=[C:4]([NH:17][C:18]2[CH:23]=[CH:22][CH:21]=[CH:20][C:19]=2[S:24]([CH:27]([CH3:29])[CH3:28])(=[O:26])=[O:25])[N:3]=[C:2]([NH:36][C:35]2[CH:37]=[C:38]([CH3:51])[C:39]([CH:41]3[CH2:42][CH2:43][N:44]([CH2:47][CH2:48][O:49][CH3:50])[CH2:45][CH2:46]3)=[CH:40][C:34]=2[O:33][CH:30]([CH3:32])[CH3:31])[N:7]=1, predict the reactants needed to synthesize it. The reactants are: Cl[C:2]1[N:7]=[C:6]([Cl:8])[C:5]([C:9]([C:11]2[CH:16]=[CH:15][CH:14]=[CH:13][CH:12]=2)=[O:10])=[C:4]([NH:17][C:18]2[CH:23]=[CH:22][CH:21]=[CH:20][C:19]=2[S:24]([CH:27]([CH3:29])[CH3:28])(=[O:26])=[O:25])[N:3]=1.[CH:30]([O:33][C:34]1[CH:40]=[C:39]([CH:41]2[CH2:46][CH2:45][N:44]([CH2:47][CH2:48][O:49][CH3:50])[CH2:43][CH2:42]2)[C:38]([CH3:51])=[CH:37][C:35]=1[NH2:36])([CH3:32])[CH3:31]. (2) Given the product [Cl:21][C:22]1[CH:23]=[C:24]([NH:25][C:2]2[C:11]3[C:6](=[C:7]([C:15]([F:18])([F:17])[F:16])[CH:8]=[C:9]([N+:12]([O-:14])=[O:13])[CH:10]=3)[N:5]=[CH:4][C:3]=2[C:19]#[N:20])[CH:26]=[CH:27][C:28]=1[F:29], predict the reactants needed to synthesize it. The reactants are: Cl[C:2]1[C:11]2[C:6](=[C:7]([C:15]([F:18])([F:17])[F:16])[CH:8]=[C:9]([N+:12]([O-:14])=[O:13])[CH:10]=2)[N:5]=[CH:4][C:3]=1[C:19]#[N:20].[Cl:21][C:22]1[CH:23]=[C:24]([CH:26]=[CH:27][C:28]=1[F:29])[NH2:25]. (3) Given the product [C:7](=[O:8])([O:9][CH2:10][C:11]([Cl:14])([Cl:13])[Cl:12])[NH2:1], predict the reactants needed to synthesize it. The reactants are: [N:1]1C=CC=CC=1.[C:7](Cl)([O:9][CH2:10][C:11]([Cl:14])([Cl:13])[Cl:12])=[O:8].